Dataset: Reaction yield outcomes from USPTO patents with 853,638 reactions. Task: Predict the reaction yield, written as a fraction of the theoretical maximum amount of product (1.0 means a 100% yield; for example, 0.34 means a 34% yield). The reactants are [C:1]1([O:11][CH2:12][C:13]([N:15]2[C@H:19]([C:20]([O:22]C)=[O:21])[CH2:18][S:17][CH:16]2[C:24]2[CH:29]=[CH:28][CH:27]=[CH:26][CH:25]=2)=[O:14])[C:10]2[C:5](=[CH:6][CH:7]=[CH:8][CH:9]=2)[CH:4]=[CH:3][CH:2]=1.O.[Li+].[OH-]. The catalyst is O1CCOCC1. The product is [C:1]1([O:11][CH2:12][C:13]([N:15]2[C@H:19]([C:20]([OH:22])=[O:21])[CH2:18][S:17][CH:16]2[C:24]2[CH:29]=[CH:28][CH:27]=[CH:26][CH:25]=2)=[O:14])[C:10]2[C:5](=[CH:6][CH:7]=[CH:8][CH:9]=2)[CH:4]=[CH:3][CH:2]=1. The yield is 1.00.